From a dataset of Merck oncology drug combination screen with 23,052 pairs across 39 cell lines. Regression. Given two drug SMILES strings and cell line genomic features, predict the synergy score measuring deviation from expected non-interaction effect. (1) Drug 1: O=P1(N(CCCl)CCCl)NCCCO1. Drug 2: COC1CC2CCC(C)C(O)(O2)C(=O)C(=O)N2CCCCC2C(=O)OC(C(C)CC2CCC(OP(C)(C)=O)C(OC)C2)CC(=O)C(C)C=C(C)C(O)C(OC)C(=O)C(C)CC(C)C=CC=CC=C1C. Cell line: HT29. Synergy scores: synergy=5.78. (2) Drug 1: O=S1(=O)NC2(CN1CC(F)(F)F)C1CCC2Cc2cc(C=CCN3CCC(C(F)(F)F)CC3)ccc2C1. Drug 2: O=C(CCCCCCC(=O)Nc1ccccc1)NO. Cell line: COLO320DM. Synergy scores: synergy=13.0.